This data is from Full USPTO retrosynthesis dataset with 1.9M reactions from patents (1976-2016). The task is: Predict the reactants needed to synthesize the given product. (1) Given the product [Br:20][CH2:19][CH2:18][CH2:17][CH2:16][CH2:15][C:3]1([CH2:1][CH3:2])[C:11]2[C:6](=[CH:7][CH:8]=[C:9]([F:12])[CH:10]=2)[NH:5][C:4]1=[O:13], predict the reactants needed to synthesize it. The reactants are: [CH2:1]([CH:3]1[C:11]2[C:6](=[CH:7][CH:8]=[C:9]([F:12])[CH:10]=2)[NH:5][C:4]1=[O:13])[CH3:2].Br[CH2:15][CH2:16][CH2:17][CH2:18][CH2:19][Br:20]. (2) Given the product [CH3:30][C:31]1([CH3:47])[C:35]([CH3:37])([CH3:36])[O:34][B:33]([C:2]2[C:3]([C:26]([F:29])([F:28])[F:27])=[N:4][N:5]([C:7]([C:20]3[CH:25]=[CH:24][CH:23]=[CH:22][CH:21]=3)([C:14]3[CH:19]=[CH:18][CH:17]=[CH:16][CH:15]=3)[C:8]3[CH:13]=[CH:12][CH:11]=[CH:10][CH:9]=3)[CH:6]=2)[O:32]1, predict the reactants needed to synthesize it. The reactants are: Br[C:2]1[C:3]([C:26]([F:29])([F:28])[F:27])=[N:4][N:5]([C:7]([C:20]2[CH:25]=[CH:24][CH:23]=[CH:22][CH:21]=2)([C:14]2[CH:19]=[CH:18][CH:17]=[CH:16][CH:15]=2)[C:8]2[CH:13]=[CH:12][CH:11]=[CH:10][CH:9]=2)[CH:6]=1.[CH3:30][C:31]1([CH3:47])[C:35]([CH3:37])([CH3:36])[O:34][B:33]([B:33]2[O:34][C:35]([CH3:37])([CH3:36])[C:31]([CH3:47])([CH3:30])[O:32]2)[O:32]1.C([O-])(=O)C.[K+]. (3) Given the product [C:16]1([NH:15][CH:1]2[C:13]3[NH:12][C:11]4[C:6](=[CH:7][CH:8]=[CH:9][CH:10]=4)[C:5]=3[CH2:4][CH2:3][CH2:2]2)[CH:21]=[CH:20][CH:19]=[CH:18][CH:17]=1, predict the reactants needed to synthesize it. The reactants are: [C:1]1(=O)[C:13]2[NH:12][C:11]3[C:6](=[CH:7][CH:8]=[CH:9][CH:10]=3)[C:5]=2[CH2:4][CH2:3][CH2:2]1.[NH2:15][C:16]1[CH:21]=[CH:20][CH:19]=[CH:18][CH:17]=1. (4) Given the product [Br:1][C:2]1[C:3]([N+:11]([O-:13])=[O:12])=[CH:4][C:5]([O:9][CH3:10])=[N:6][CH:7]=1, predict the reactants needed to synthesize it. The reactants are: [Br:1][C:2]1[CH:3]=[CH:4][C:5]([O:9][CH3:10])=[N+:6]([O-])[CH:7]=1.[N+:11]([O-])([OH:13])=[O:12].C(=O)([O-])[O-].[K+].[K+].